Dataset: Full USPTO retrosynthesis dataset with 1.9M reactions from patents (1976-2016). Task: Predict the reactants needed to synthesize the given product. (1) Given the product [F:1][C:2]1[CH:3]=[C:4]([C:5](=[O:6])[CH2:13][CH2:12][C:14](=[O:15])[CH3:16])[CH:7]=[CH:8][C:9]=1[S:10][CH3:11], predict the reactants needed to synthesize it. The reactants are: [F:1][C:2]1[CH:3]=[C:4]([CH:7]=[CH:8][C:9]=1[S:10][CH3:11])[CH:5]=[O:6].[CH:12]([C:14]([CH3:16])=[O:15])=[CH2:13].CCN(CC)CC. (2) Given the product [Br:18][C:16]1[CH:15]=[CH:14][C:13]([OH:19])=[C:12]([CH:17]=1)[C:11]([NH:10][C:8]1[S:9][C:5]([CH2:4][C:3]([OH:27])=[O:2])=[C:6]([C:21]2[CH:26]=[CH:25][CH:24]=[CH:23][CH:22]=2)[N:7]=1)=[O:20], predict the reactants needed to synthesize it. The reactants are: C[O:2][C:3](=[O:27])[CH2:4][C:5]1[S:9][C:8]([NH:10][C:11](=[O:20])[C:12]2[CH:17]=[C:16]([Br:18])[CH:15]=[CH:14][C:13]=2[OH:19])=[N:7][C:6]=1[C:21]1[CH:26]=[CH:25][CH:24]=[CH:23][CH:22]=1.[OH-].[Na+].Cl.